From a dataset of TCR-epitope binding with 47,182 pairs between 192 epitopes and 23,139 TCRs. Binary Classification. Given a T-cell receptor sequence (or CDR3 region) and an epitope sequence, predict whether binding occurs between them. (1) The epitope is ATDALMTGY. The TCR CDR3 sequence is CARSRGGINTGELFF. Result: 1 (the TCR binds to the epitope). (2) The epitope is LPPIVAKEI. The TCR CDR3 sequence is CSANSVSYNEQFF. Result: 0 (the TCR does not bind to the epitope). (3) The epitope is LSDDAVVCFNSTY. The TCR CDR3 sequence is CASSLGGRPEAFF. Result: 0 (the TCR does not bind to the epitope). (4) The epitope is RISNCVADY. The TCR CDR3 sequence is CASSWGRDTHTGELFF. Result: 1 (the TCR binds to the epitope).